Dataset: Full USPTO retrosynthesis dataset with 1.9M reactions from patents (1976-2016). Task: Predict the reactants needed to synthesize the given product. The reactants are: C[Si]([C:5]#[CH:6])(C)C.C([Li])CCC.CCCCCC.Cl[P:19]([C:24]([CH3:27])([CH3:26])[CH3:25])[C:20]([CH3:23])([CH3:22])[CH3:21].C1C[O:31]CC1. Given the product [C:20]([P:19](=[O:31])([C:24]([CH3:27])([CH3:26])[CH3:25])[C:5]#[CH:6])([CH3:23])([CH3:22])[CH3:21], predict the reactants needed to synthesize it.